Task: Predict the reaction yield, written as a fraction of the theoretical maximum amount of product (1.0 means a 100% yield; for example, 0.34 means a 34% yield).. Dataset: Reaction yield outcomes from USPTO patents with 853,638 reactions (1) The reactants are [OH:1][C@@H:2]1[CH:18]2[CH:9]([CH2:10][CH2:11][C:12]3[C@:17]2([CH3:19])[CH2:16][CH2:15][C:14](=[O:20])[CH:13]=3)[CH:8]2[C@@:4]([CH3:25])([C@@H:5]([C:21](=[O:24])CO)[CH2:6][CH2:7]2)[CH2:3]1.[OH2:26]. The catalyst is CC(C)=O. The product is [OH:1][C@@H:2]1[CH:18]2[CH:9]([CH2:10][CH2:11][C:12]3[C@:17]2([CH3:19])[CH2:16][CH2:15][C:14](=[O:20])[CH:13]=3)[CH:8]2[C@@:4]([CH3:25])([C@@H:5]([C:21]([OH:26])=[O:24])[CH2:6][CH2:7]2)[CH2:3]1. The yield is 0.880. (2) The reactants are [Cl:1][C:2]1[N:7]=[C:6](Cl)[C:5]([C:9]([O:11][CH2:12][CH3:13])=[O:10])=[CH:4][N:3]=1.[CH:14]1([C:17]2[NH:21][N:20]=[C:19]([NH2:22])[CH:18]=2)[CH2:16][CH2:15]1. The catalyst is CCO. The product is [Cl:1][C:2]1[N:7]=[C:6]([NH:22][C:19]2[CH:18]=[C:17]([CH:14]3[CH2:16][CH2:15]3)[NH:21][N:20]=2)[C:5]([C:9]([O:11][CH2:12][CH3:13])=[O:10])=[CH:4][N:3]=1. The yield is 0.700. (3) No catalyst specified. The reactants are [CH3:1][O:2][C:3](=[O:20])[CH2:4][CH2:5][CH2:6][C:7]1[S:8][C:9]([C:12]2[C:17]([CH3:18])=[CH:16][N:15]=[C:14](Cl)[N:13]=2)=[CH:10][CH:11]=1.[CH3:21][C:22]1([CH3:31])[CH2:27][CH:26]([NH2:28])[CH2:25][C:24]([CH3:30])([CH3:29])[NH:23]1. The product is [CH3:1][O:2][C:3](=[O:20])[CH2:4][CH2:5][CH2:6][C:7]1[S:8][C:9]([C:12]2[C:17]([CH3:18])=[CH:16][N:15]=[C:14]([NH:28][CH:26]3[CH2:27][C:22]([CH3:31])([CH3:21])[NH:23][C:24]([CH3:30])([CH3:29])[CH2:25]3)[N:13]=2)=[CH:10][CH:11]=1. The yield is 0.600. (4) The reactants are [CH3:1][C:2]([C@H:4]1[C@@H:8]2[C@@H:9]3[C@@:22]([CH3:25])([CH2:23][CH2:24][C@@:7]2([CH2:31][OH:32])[CH2:6][CH2:5]1)[C@@:21]1([CH3:26])[C@@H:12]([C@:13]2([CH3:30])[C@@H:18]([CH2:19][CH2:20]1)[C:17]([CH3:28])([CH3:27])[C@@H:16]([OH:29])[CH2:15][CH2:14]2)[CH2:11][CH2:10]3)=[CH2:3].CC(C)=[O:35]. No catalyst specified. The product is [CH3:3][C:2]([C@H:4]1[C@@H:8]2[C@@H:9]3[C@@:22]([CH3:25])([CH2:23][CH2:24][C@@:7]2([C:31]([OH:35])=[O:32])[CH2:6][CH2:5]1)[C@@:21]1([CH3:26])[C@@H:12]([C@:13]2([CH3:30])[C@@H:18]([CH2:19][CH2:20]1)[C:17]([CH3:28])([CH3:27])[C:16](=[O:29])[CH2:15][CH2:14]2)[CH2:11][CH2:10]3)=[CH2:1]. The yield is 0.670.